From a dataset of Forward reaction prediction with 1.9M reactions from USPTO patents (1976-2016). Predict the product of the given reaction. (1) Given the reactants [CH3:1][O:2][C:3]1[C:11]([CH2:12][CH:13]([NH:27][C:28](=[O:45])[CH2:29][CH2:30][C:31]2([CH3:44])[O:39][CH:38]3[C:33]([CH3:43])([CH:34]4[CH2:40][CH:36]([CH2:37]3)[C:35]4([CH3:42])[CH3:41])[O:32]2)[B:14]2[O:22][CH:21]3[C:16]([CH3:26])([CH:17]4[CH2:23][CH:19]([CH2:20]3)[C:18]4([CH3:25])[CH3:24])[O:15]2)=[CH:10][CH:9]=[CH:8][C:4]=1[C:5]([OH:7])=[O:6].[CH2:46]([CH:48]([CH2:54][CH3:55])[C:49]([O:51][CH2:52]Cl)=[O:50])[CH3:47], predict the reaction product. The product is: [CH2:46]([CH:48]([CH2:54][CH3:55])[C:49]([O:51][CH2:52][O:6][C:5](=[O:7])[C:4]1[CH:8]=[CH:9][CH:10]=[C:11]([CH2:12][CH:13]([NH:27][C:28](=[O:45])[CH2:29][CH2:30][C:31]2([CH3:44])[O:39][CH:38]3[C:33]([CH3:43])([CH:34]4[CH2:40][CH:36]([CH2:37]3)[C:35]4([CH3:42])[CH3:41])[O:32]2)[B:14]2[O:22][CH:21]3[C:16]([CH3:26])([CH:17]4[CH2:23][CH:19]([CH2:20]3)[C:18]4([CH3:25])[CH3:24])[O:15]2)[C:3]=1[O:2][CH3:1])=[O:50])[CH3:47]. (2) Given the reactants CC(OI1(OC(C)=O)(OC(C)=O)OC(=O)C2C=CC=CC1=2)=O.[Cl:23][C:24]1[N:29]=[C:28]([CH2:30][OH:31])[C:27]([O:32][CH2:33][CH3:34])=[C:26]([N:35]2[CH2:40][CH2:39][O:38][CH2:37][CH2:36]2)[N:25]=1, predict the reaction product. The product is: [Cl:23][C:24]1[N:29]=[C:28]([CH:30]=[O:31])[C:27]([O:32][CH2:33][CH3:34])=[C:26]([N:35]2[CH2:40][CH2:39][O:38][CH2:37][CH2:36]2)[N:25]=1. (3) Given the reactants [C:1]([O:5][C:6](=[O:19])[CH2:7][C@@H:8]([CH2:17][OH:18])[CH2:9][C@H:10]([CH3:16])[CH2:11][CH2:12][CH2:13][CH2:14][CH3:15])([CH3:4])([CH3:3])[CH3:2].[S:20](Cl)([C:23]1[CH:29]=[CH:28][C:26]([CH3:27])=[CH:25][CH:24]=1)(=[O:22])=[O:21].C(N(CC)CC)C, predict the reaction product. The product is: [C:1]([O:5][C:6](=[O:19])[CH2:7][C@@H:8]([CH2:17][O:18][S:20]([C:23]1[CH:29]=[CH:28][C:26]([CH3:27])=[CH:25][CH:24]=1)(=[O:22])=[O:21])[CH2:9][C@H:10]([CH3:16])[CH2:11][CH2:12][CH2:13][CH2:14][CH3:15])([CH3:3])([CH3:2])[CH3:4]. (4) Given the reactants [CH3:1][CH:2]([CH3:11])[CH:3]([C:5]1[CH:10]=[CH:9][CH:8]=[CH:7][N:6]=1)O.O=S(Cl)Cl, predict the reaction product. The product is: [CH3:1][C:2]([CH3:11])=[CH:3][C:5]1[CH:10]=[CH:9][CH:8]=[CH:7][N:6]=1. (5) Given the reactants [O:1]1[CH2:6][CH2:5][N:4]([C:7]2[CH:16]=[CH:15][C:14]3[C:9](=[C:10]([O:17][CH2:18][C:19]([O:21]CC)=O)[CH:11]=[CH:12][CH:13]=3)[N:8]=2)[CH2:3][CH2:2]1.[NH2:24][CH2:25][CH:26]([OH:38])[CH2:27][N:28]1[CH2:37][CH2:36][C:35]2[C:30](=[CH:31][CH:32]=[CH:33][CH:34]=2)[CH2:29]1, predict the reaction product. The product is: [CH2:29]1[C:30]2[C:35](=[CH:34][CH:33]=[CH:32][CH:31]=2)[CH2:36][CH2:37][N:28]1[CH2:27][CH:26]([OH:38])[CH2:25][NH:24][C:19](=[O:21])[CH2:18][O:17][C:10]1[CH:11]=[CH:12][CH:13]=[C:14]2[C:9]=1[N:8]=[C:7]([N:4]1[CH2:3][CH2:2][O:1][CH2:6][CH2:5]1)[CH:16]=[CH:15]2. (6) The product is: [CH2:1]([O:5][C:6]1[CH:7]=[C:8]([C:12]2[CH:17]=[CH:16][N:15]=[C:14]([NH:19][CH2:20][CH2:21][C:22]3[CH:27]=[CH:26][C:25]([OH:28])=[C:24]([O:29][CH3:30])[CH:23]=3)[N:13]=2)[CH:9]=[CH:10][CH:11]=1)[CH2:2][CH2:3][CH3:4]. Given the reactants [CH2:1]([O:5][C:6]1[CH:7]=[C:8]([C:12]2[CH:17]=[CH:16][N:15]=[C:14](Cl)[N:13]=2)[CH:9]=[CH:10][CH:11]=1)[CH2:2][CH2:3][CH3:4].[NH2:19][CH2:20][CH2:21][C:22]1[CH:27]=[CH:26][C:25]([OH:28])=[C:24]([O:29][CH3:30])[CH:23]=1, predict the reaction product. (7) Given the reactants [OH:1][C:2]1([C:14]2[N:22](C3CCCCO3)[C:21]3[C:20](=[O:29])[N:19]([CH2:30][CH2:31][CH3:32])[C:18](=[O:33])[N:17]([CH2:34][CH2:35][CH3:36])[C:16]=3[N:15]=2)[CH2:8][CH:7]2[O:9][CH:4]([CH:5]([CH2:12][OH:13])[CH:6]2[CH2:10][OH:11])[CH2:3]1.Cl, predict the reaction product. The product is: [OH:1][C:2]1([C:14]2[NH:22][C:21]3[C:20](=[O:29])[N:19]([CH2:30][CH2:31][CH3:32])[C:18](=[O:33])[N:17]([CH2:34][CH2:35][CH3:36])[C:16]=3[N:15]=2)[CH2:3][CH:4]2[O:9][CH:7]([CH:6]([CH2:10][OH:11])[CH:5]2[CH2:12][OH:13])[CH2:8]1. (8) Given the reactants [Cl:1][C:2]1[CH:30]=[CH:29][C:5]2[NH:6][C:7]([C@@H:9]([NH:13][C:14]([C:16]3[CH:24]=[CH:23][C:19]([C:20]([OH:22])=O)=[C:18]([C:25]([F:28])([F:27])[F:26])[CH:17]=3)=[O:15])[CH2:10][O:11][CH3:12])=[N:8][C:4]=2[CH:3]=1.CN(C(O[N:39]1N=NC2C=[CH:43][CH:44]=[CH:45][C:40]1=2)=[N+](C)C)C.[B-](F)(F)(F)F.C(N(C(C)C)CC)(C)C.N1CCCC1.ClCl, predict the reaction product. The product is: [Cl:1][C:2]1[CH:30]=[CH:29][C:5]2[NH:6][C:7]([C@@H:9]([NH:13][C:14](=[O:15])[C:16]3[CH:24]=[CH:23][C:19]([C:20]([N:39]4[CH2:40][CH2:45][CH2:44][CH2:43]4)=[O:22])=[C:18]([C:25]([F:26])([F:28])[F:27])[CH:17]=3)[CH2:10][O:11][CH3:12])=[N:8][C:4]=2[CH:3]=1. (9) Given the reactants [CH2:1]([O:8][C:9](=[O:12])[CH2:10][NH2:11])[C:2]1[CH:7]=[CH:6][CH:5]=[CH:4][CH:3]=1.[C:13](O)([C:15](F)(F)F)=[O:14].[C:20]([O:24][C:25](=[O:31])NCC(=O)N)([CH3:23])([CH3:22])[CH3:21].CCN=C=NCCCN(C)C.Cl.C(N(CC)CC)C, predict the reaction product. The product is: [CH2:1]([O:8][C:9](=[O:12])[CH2:10][NH:11][C:13](=[O:14])[CH2:15][C:25]([O:24][C:20]([CH3:21])([CH3:22])[CH3:23])=[O:31])[C:2]1[CH:7]=[CH:6][CH:5]=[CH:4][CH:3]=1. (10) The product is: [CH2:1]([N:3]1[C:8](=[O:9])[C:7]2[C:10]([CH3:18])=[C:11]([C:13]([NH:21][CH3:20])=[O:15])[S:12][C:6]=2[NH:5][C:4]1=[O:19])[CH3:2]. Given the reactants [CH2:1]([N:3]1[C:8](=[O:9])[C:7]2[C:10]([CH3:18])=[C:11]([C:13]([O:15]CC)=O)[S:12][C:6]=2[NH:5][C:4]1=[O:19])[CH3:2].[CH3:20][NH2:21], predict the reaction product.